From a dataset of Catalyst prediction with 721,799 reactions and 888 catalyst types from USPTO. Predict which catalyst facilitates the given reaction. (1) Reactant: [Br:1][C:2]1[CH:3]2O[CH:10]([CH:11]=1)[C:9]1[C:4]2=[CH:5][CH:6]=[C:7]([C:13]([F:16])([F:15])[F:14])[CH:8]=1.[I-].[Na+].C[Si](Cl)(C)C. Product: [Br:1][C:2]1[CH:11]=[CH:10][C:9]2[C:4](=[CH:5][CH:6]=[C:7]([C:13]([F:14])([F:15])[F:16])[CH:8]=2)[CH:3]=1. The catalyst class is: 10. (2) Reactant: [F:1][C:2]([F:19])([F:18])[C:3]1[CH:4]=[C:5]([C:9]2[N:14]=[C:13]3[NH:15][CH:16]=[CH:17][C:12]3=[CH:11][CH:10]=2)[CH:6]=[CH:7][CH:8]=1.B. Product: [F:19][C:2]([F:1])([F:18])[C:3]1[CH:4]=[C:5]([C:9]2[N:14]=[C:13]3[NH:15][CH2:16][CH2:17][C:12]3=[CH:11][CH:10]=2)[CH:6]=[CH:7][CH:8]=1. The catalyst class is: 1. (3) Product: [F:1][C:2]([F:10])([F:11])[C:3]1[CH:4]=[CH:5][C:6]([O:9][C:19]2[CH:26]=[CH:25][C:22]([C:23]#[N:24])=[CH:21][CH:20]=2)=[CH:7][CH:8]=1. Reactant: [F:1][C:2]([F:11])([F:10])[C:3]1[CH:4]=[CH:5][C:6]([OH:9])=[CH:7][CH:8]=1.C(=O)([O-])[O-].[Cs+].[Cs+].I[C:19]1[CH:26]=[CH:25][C:22]([C:23]#[N:24])=[CH:21][CH:20]=1.Cl.CN(C)CC(O)=O. The catalyst class is: 205. (4) Reactant: [O:1]=[S:2]1(=[O:20])[N:7]([C:8]2[CH:13]=[CH:12][CH:11]=[CH:10][CH:9]=2)[CH2:6][CH2:5][CH2:4][N:3]1[CH2:14][C:15]([O:17]CC)=[O:16].[Li+].[OH-]. Product: [O:20]=[S:2]1(=[O:1])[N:7]([C:8]2[CH:13]=[CH:12][CH:11]=[CH:10][CH:9]=2)[CH2:6][CH2:5][CH2:4][N:3]1[CH2:14][C:15]([OH:17])=[O:16]. The catalyst class is: 87. (5) Reactant: C([O:3][C:4]([C:6]1([CH:19]([C:22]2[CH:27]=[CH:26][CH:25]=[CH:24][CH:23]=2)[CH2:20][NH2:21])[CH2:11][CH2:10][N:9]([CH2:12][C:13]2[CH:18]=[CH:17][CH:16]=[CH:15][CH:14]=2)[CH2:8][CH2:7]1)=O)C. Product: [CH2:12]([N:9]1[CH2:10][CH2:11][C:6]2([C:4](=[O:3])[NH:21][CH2:20][CH:19]2[C:22]2[CH:23]=[CH:24][CH:25]=[CH:26][CH:27]=2)[CH2:7][CH2:8]1)[C:13]1[CH:14]=[CH:15][CH:16]=[CH:17][CH:18]=1. The catalyst class is: 11. (6) Reactant: [NH2:1][C:2]1[CH:23]=[CH:22][C:5]([CH2:6][N:7]2[C:15]3[C:10](=[CH:11][CH:12]=[CH:13][CH:14]=3)[C:9]([CH2:16][C:17]([O:19][CH2:20][CH3:21])=[O:18])=[N:8]2)=[CH:4][CH:3]=1.C(N(CC)CC)C.[F:31][C:32]1[CH:33]=[C:34]2[C:39](=[CH:40][CH:41]=1)[CH:38]=[C:37]([C:42](Cl)=[O:43])[CH:36]=[CH:35]2.C(=O)(O)[O-].[Na+]. Product: [F:31][C:32]1[CH:33]=[C:34]2[C:39](=[CH:40][CH:41]=1)[CH:38]=[C:37]([C:42]([NH:1][C:2]1[CH:3]=[CH:4][C:5]([CH2:6][N:7]3[C:15]4[C:10](=[CH:11][CH:12]=[CH:13][CH:14]=4)[C:9]([CH2:16][C:17]([O:19][CH2:20][CH3:21])=[O:18])=[N:8]3)=[CH:22][CH:23]=1)=[O:43])[CH:36]=[CH:35]2. The catalyst class is: 4. (7) Reactant: [CH2:1]([NH2:3])[CH3:2].[CH:4]1([C@@H:10]([NH:12][C:13]([C:15]2[C:24]3[C:19](=[CH:20][CH:21]=[CH:22][CH:23]=3)[N:18]=[C:17]([C:25]3[CH:30]=[CH:29][CH:28]=[CH:27][CH:26]=3)[C:16]=2[CH2:31][N:32]2[CH2:37][CH2:36][N:35]([C:38](=[O:41])[CH:39]=[CH2:40])[CH2:34][CH2:33]2)=[O:14])[CH3:11])[CH2:9][CH2:8][CH2:7][CH2:6][CH2:5]1. Product: [CH:4]1([C@@H:10]([NH:12][C:13]([C:15]2[C:24]3[C:19](=[CH:20][CH:21]=[CH:22][CH:23]=3)[N:18]=[C:17]([C:25]3[CH:26]=[CH:27][CH:28]=[CH:29][CH:30]=3)[C:16]=2[CH2:31][N:32]2[CH2:37][CH2:36][N:35]([C:38](=[O:41])[CH2:39][CH2:40][NH:3][CH2:1][CH3:2])[CH2:34][CH2:33]2)=[O:14])[CH3:11])[CH2:9][CH2:8][CH2:7][CH2:6][CH2:5]1. The catalyst class is: 2. (8) Reactant: [O:1]1[CH2:6][CH2:5][N:4]([CH2:7][CH2:8][N:9]2[C:18]3[C:13](=[CH:14][C:15]([N+:19]([O-])=O)=[CH:16][CH:17]=3)[CH2:12][CH2:11][C:10]2=[O:22])[CH2:3][CH2:2]1.[H][H]. Product: [NH2:19][C:15]1[CH:14]=[C:13]2[C:18](=[CH:17][CH:16]=1)[N:9]([CH2:8][CH2:7][N:4]1[CH2:3][CH2:2][O:1][CH2:6][CH2:5]1)[C:10](=[O:22])[CH2:11][CH2:12]2. The catalyst class is: 63.